This data is from Forward reaction prediction with 1.9M reactions from USPTO patents (1976-2016). The task is: Predict the product of the given reaction. (1) Given the reactants [Br:1][C:2]1[CH:7]=[CH:6][C:5]([C:8]2([OH:21])[CH2:13][CH2:12][N:11]([C:14]([O:16][C:17]([CH3:20])([CH3:19])[CH3:18])=[O:15])[CH2:10][CH2:9]2)=[CH:4][CH:3]=1.[CH3:22]C1CC(=O)CCN1C(OC(C)(C)C)=O, predict the reaction product. The product is: [Br:1][C:2]1[CH:3]=[CH:4][C:5]([C:8]2([OH:21])[CH2:9][CH2:10][N:11]([C:14]([O:16][C:17]([CH3:18])([CH3:20])[CH3:19])=[O:15])[CH:12]([CH3:22])[CH2:13]2)=[CH:6][CH:7]=1. (2) Given the reactants [CH2:1]([N:8]1[CH2:15][CH:14]([NH2:16])[C:10]2([CH2:13][O:12][CH2:11]2)[CH2:9]1)[C:2]1[CH:7]=[CH:6][CH:5]=[CH:4][CH:3]=1.C(=O)([O-])[O-].[Na+].[Na+].ClCCl.[C:26](O[C:26]([O:28][C:29]([CH3:32])([CH3:31])[CH3:30])=[O:27])([O:28][C:29]([CH3:32])([CH3:31])[CH3:30])=[O:27], predict the reaction product. The product is: [CH2:1]([N:8]1[CH2:15][CH:14]([NH:16][C:26](=[O:27])[O:28][C:29]([CH3:32])([CH3:31])[CH3:30])[C:10]2([CH2:13][O:12][CH2:11]2)[CH2:9]1)[C:2]1[CH:3]=[CH:4][CH:5]=[CH:6][CH:7]=1. (3) Given the reactants C1N([C@@H]2[O:10][C@@H]3COP(O)(O[C@H]3[C@H]2O)=O)C2NC(N)=NC(=O)C=2N=1.C1N=C(N)C2N=CN([C@@H]3[O:37][C@@H]4COP(O)(O[C@H]4[C@H]3O)=O)C=2N=1.[NH2:46][C@H:47]([C:56]([OH:58])=[O:57])[CH2:48][C:49]1[CH:54]=[CH:53][C:52]([OH:55])=[CH:51][CH:50]=1, predict the reaction product. The product is: [NH2:46][C@H:47]([C:56]([OH:58])=[O:57])[CH2:48][OH:10].[NH2:46][C@H:47]([C:56]([OH:58])=[O:57])[C@@H:48]([CH3:49])[OH:37].[NH2:46][C@H:47]([C:56]([OH:58])=[O:57])[CH2:48][C:49]1[CH:50]=[CH:51][C:52]([OH:55])=[CH:53][CH:54]=1. (4) Given the reactants [Cl:1][C:2]1[CH:3]=[CH:4][C:5]([N+:16]([O-:18])=[O:17])=[C:6]([C:8](=O)[CH2:9][C:10]([O:12]CC)=O)[CH:7]=1.N12CCCN=C1CCCCC2.[NH2:30][CH:31]1[NH:35][C@H:34]([C:36]([O:38][CH2:39][CH3:40])=[O:37])[CH2:33][CH2:32]1, predict the reaction product. The product is: [Cl:1][C:2]1[CH:3]=[CH:4][C:5]([N+:16]([O-:18])=[O:17])=[C:6]([C:8]2[N:30]=[C:31]3[CH2:32][CH2:33][CH:34]([C:36]([O:38][CH2:39][CH3:40])=[O:37])[N:35]3[C:10](=[O:12])[CH:9]=2)[CH:7]=1. (5) Given the reactants C(OC([C:6]1[CH:7]=[C:8]([C:12]2[CH:17]=[CH:16][C:15]([CH2:18][Br:19])=[CH:14][CH:13]=2)[CH:9]=[CH:10][CH:11]=1)=O)C.[CH2:20]([O:22][C:23](C1C=CC(C2C=CC(C)=CC=2)=CC=1)=[O:24])[CH3:21].BrN1C(=O)CCC1=O, predict the reaction product. The product is: [CH2:20]([O:22][C:23]([C:11]1[CH:6]=[CH:7][C:8]([C:12]2[CH:13]=[CH:14][C:15]([CH2:18][Br:19])=[CH:16][CH:17]=2)=[CH:9][CH:10]=1)=[O:24])[CH3:21]. (6) Given the reactants [OH:1][C@H:2]1[CH2:6][CH2:5][N:4]([C:7]([O:9][C:10]([CH3:13])([CH3:12])[CH3:11])=[O:8])[CH2:3]1.[F:14][C:15]([F:24])([F:23])[C:16]1[CH:21]=[CH:20][CH:19]=[CH:18][C:17]=1O.C1(P(C2C=CC=CC=2)C2C=CC=CC=2)C=CC=CC=1.CCOC(/N=N/C(OCC)=O)=O, predict the reaction product. The product is: [F:14][C:15]([F:24])([F:23])[C:16]1[CH:21]=[CH:20][CH:19]=[CH:18][C:17]=1[O:1][C@H:2]1[CH2:6][CH2:5][N:4]([C:7]([O:9][C:10]([CH3:13])([CH3:12])[CH3:11])=[O:8])[CH2:3]1.